This data is from Catalyst prediction with 721,799 reactions and 888 catalyst types from USPTO. The task is: Predict which catalyst facilitates the given reaction. Reactant: [C:1]1([CH3:9])[CH:6]=[CH:5][CH:4]=[CH:3][C:2]=1[Mg]Br.[Br:10][C:11]1[CH:16]=[CH:15][C:14](/[CH:17]=[CH:18]/[C:19]([C:21]2[CH:26]=[CH:25][N:24]=[N:23][CH:22]=2)=[O:20])=[CH:13][CH:12]=1. Product: [Br:10][C:11]1[CH:16]=[CH:15][C:14]([CH:17]([C:2]2[CH:3]=[CH:4][CH:5]=[CH:6][C:1]=2[CH3:9])[CH2:18][C:19]([C:21]2[CH:26]=[CH:25][N:24]=[N:23][CH:22]=2)=[O:20])=[CH:13][CH:12]=1. The catalyst class is: 804.